Dataset: Retrosynthesis with 50K atom-mapped reactions and 10 reaction types from USPTO. Task: Predict the reactants needed to synthesize the given product. The reactants are: ClCc1coc(-c2cccs2)n1.Oc1cccc(CCCn2ccnc2)c1. Given the product c1cc(CCCn2ccnc2)cc(OCc2coc(-c3cccs3)n2)c1, predict the reactants needed to synthesize it.